From a dataset of Aqueous solubility values for 9,982 compounds from the AqSolDB database. Regression/Classification. Given a drug SMILES string, predict its absorption, distribution, metabolism, or excretion properties. Task type varies by dataset: regression for continuous measurements (e.g., permeability, clearance, half-life) or binary classification for categorical outcomes (e.g., BBB penetration, CYP inhibition). For this dataset (solubility_aqsoldb), we predict Y. The compound is CCOC(=O)/C=C/c1ccccc1. The Y is -3.01 log mol/L.